From a dataset of Reaction yield outcomes from USPTO patents with 853,638 reactions. Predict the reaction yield, written as a fraction of the theoretical maximum amount of product (1.0 means a 100% yield; for example, 0.34 means a 34% yield). (1) The reactants are [CH:1]([OH:4])([CH3:3])[CH3:2].F[C:6]1[CH:11]=[CH:10][CH:9]=[CH:8][C:7]=1[N+:12]([O-:14])=[O:13].[CH:15]([O:18][C:19]1[CH:25]=[CH:24][CH:23]=[CH:22][C:20]=1[NH2:21])([CH3:17])[CH3:16].[NH2:26][C:27]1[S:28][CH:29]=[CH:30][N:31]=1. No catalyst specified. The product is [CH:1]([O:4][C:6]1[CH:11]=[CH:10][CH:9]=[CH:8][C:7]=1[N+:12]([O-:14])=[O:13])([CH3:3])[CH3:2].[CH:15]([O:18][C:19]1[CH:25]=[CH:24][CH:23]=[CH:22][C:20]=1[NH:21][C:1]([NH:26][C:27]1[S:28][CH:29]=[CH:30][N:31]=1)=[O:4])([CH3:17])[CH3:16]. The yield is 0.700. (2) The reactants are [CH2:1]([O:3][C:4]([C:6]1[C:11](=[O:12])[NH:10][C:9]2[N:13]([CH:16]([CH3:18])[CH3:17])[N:14]=[CH:15][C:8]=2[C:7]=1Cl)=[O:5])[CH3:2].[NH:20]1[CH2:25][CH2:24][O:23][CH2:22][CH2:21]1. The catalyst is CC#N. The product is [CH2:1]([O:3][C:4]([C:6]1[C:11](=[O:12])[NH:10][C:9]2[N:13]([CH:16]([CH3:18])[CH3:17])[N:14]=[CH:15][C:8]=2[C:7]=1[N:20]1[CH2:25][CH2:24][O:23][CH2:22][CH2:21]1)=[O:5])[CH3:2]. The yield is 0.850.